From a dataset of Reaction yield outcomes from USPTO patents with 853,638 reactions. Predict the reaction yield, written as a fraction of the theoretical maximum amount of product (1.0 means a 100% yield; for example, 0.34 means a 34% yield). (1) The reactants are [Cl-].[Al+3].[Cl-].[Cl-].[H-].[Al+3].[Li+].[H-].[H-].[H-].[CH3:11][O:12][C:13]1[CH:41]=[CH:40][C:16]([C:17]([NH:19][C:20]2[C:21]([CH3:39])=[C:22]([CH3:38])[C:23]3[O:27][C:26]([CH3:29])([CH3:28])[CH:25]([C:30]4[CH:35]=[CH:34][CH:33]=[CH:32][CH:31]=4)[C:24]=3[C:36]=2[CH3:37])=O)=[CH:15][CH:14]=1.[OH-].[Na+]. The catalyst is O1CCCC1. The product is [CH3:11][O:12][C:13]1[CH:41]=[CH:40][C:16]([CH2:17][NH:19][C:20]2[C:21]([CH3:39])=[C:22]([CH3:38])[C:23]3[O:27][C:26]([CH3:29])([CH3:28])[CH:25]([C:30]4[CH:31]=[CH:32][CH:33]=[CH:34][CH:35]=4)[C:24]=3[C:36]=2[CH3:37])=[CH:15][CH:14]=1. The yield is 0.590. (2) The reactants are [C:1]1([CH:9]=O)[CH:6]=[CH:5][C:4]([CH:7]=[O:8])=[CH:3][CH:2]=1.S(=O)(=O)(O)O.O.[CH3:17][C:18]1[N:23]=[C:22]([NH2:24])[N:21]=[C:20]([NH2:25])[N:19]=1. The catalyst is CO. The product is [NH2:25][C:20]1[N:21]=[C:22]([NH2:24])[N:23]=[C:18]([CH:17]=[CH:9][C:1]2[CH:2]=[CH:3][C:4]([CH:7]=[O:8])=[CH:5][CH:6]=2)[N:19]=1. The yield is 0.410.